From a dataset of Reaction yield outcomes from USPTO patents with 853,638 reactions. Predict the reaction yield, written as a fraction of the theoretical maximum amount of product (1.0 means a 100% yield; for example, 0.34 means a 34% yield). (1) The reactants are Br[C:2]1[CH:7]=[CH:6][C:5]([O:8][CH2:9][CH2:10][CH2:11][O:12][CH3:13])=[CH:4][CH:3]=1.[OH:14][C:15]1[CH:20]=[C:19]([CH3:21])[C:18]([C:22](=[O:24])[CH3:23])=[C:17]([CH3:25])[CH:16]=1.Cl.CN(C)CC(O)=O.C(=O)([O-])[O-].[Cs+].[Cs+]. The catalyst is O1CCOCC1.[Cu](I)I.O. The product is [CH3:13][O:12][CH2:11][CH2:10][CH2:9][O:8][C:5]1[CH:6]=[CH:7][C:2]([O:14][C:15]2[CH:16]=[C:17]([CH3:25])[C:18]([C:22](=[O:24])[CH3:23])=[C:19]([CH3:21])[CH:20]=2)=[CH:3][CH:4]=1. The yield is 0.210. (2) The reactants are [Mg].Br[CH2:3][CH2:4][CH2:5][CH2:6][CH2:7][CH2:8][CH2:9][CH3:10].Cl[C:12]1[CH:17]=[CH:16][CH:15]=[CH:14][C:13]=1Cl.Cl. The catalyst is Cl[Ni]1(Cl)[P](C2C=CC=CC=2)(C2C=CC=CC=2)CCC[P]1(C1C=CC=CC=1)C1C=CC=CC=1.C(OCC)C. The product is [CH2:3]([C:12]1[CH:17]=[CH:16][CH:15]=[CH:14][C:13]=1[CH2:3][CH2:4][CH2:5][CH2:6][CH2:7][CH2:8][CH2:9][CH3:10])[CH2:4][CH2:5][CH2:6][CH2:7][CH2:8][CH2:9][CH3:10]. The yield is 0.411. (3) The reactants are Br[C:2]1[C:3]([C:7]2[CH:14]=[CH:13][C:10]([C:11]#[N:12])=[CH:9][C:8]=2[CH3:15])=[CH:4][S:5][CH:6]=1.C(P(=[CH:37][C:38]([O:40][CH2:41][CH3:42])=[O:39])=O)(C1C=CC=CC=1)(C1C=CC=CC=1)C1C=CC=CC=1.[CH:43]1C=CC(P(C2C=CC=CC=2)C2C=CC=CC=2)=CC=1. The product is [C:11]([C:10]1[CH:13]=[CH:14][C:7]([C:3]2[C:2](/[CH:43]=[CH:37]/[C:38]([O:40][CH2:41][CH3:42])=[O:39])=[CH:6][S:5][CH:4]=2)=[C:8]([CH3:15])[CH:9]=1)#[N:12]. The catalyst is CN(C=O)C.CCOC(C)=O.CC([O-])=O.CC([O-])=O.[Pd+2]. The yield is 0.390. (4) The product is [C:24]([O:23][C:21](=[O:22])[NH:20][C@H:18]([C:17]1[N:7]2[C:6]3[C:11]([O:10][CH2:9][C@@H:8]2[CH3:12])=[C:2]([F:1])[CH:3]=[CH:4][C:5]=3[N:13]=1)[CH3:19])([CH3:27])([CH3:26])[CH3:25]. The catalyst is CCO. The yield is 0.760. The reactants are [F:1][C:2]1[C:11]2[O:10][CH2:9][C@H:8]([CH3:12])[NH:7][C:6]=2[C:5]([NH2:13])=[CH:4][CH:3]=1.C(O[C:17](=N)[C@@H:18]([NH:20][C:21]([O:23][C:24]([CH3:27])([CH3:26])[CH3:25])=[O:22])[CH3:19])C. (5) The reactants are [Br:1][C:2]1[CH:7]=[CH:6][C:5]([CH2:8][C:9]([C:27]2[CH:32]=[CH:31][C:30]([F:33])=[C:29]([C:34]([F:37])([F:36])[F:35])[CH:28]=2)([C:13]2[CH:18]=[C:17]([O:19][C:20]([F:25])([F:24])[CH:21]([F:23])[F:22])[CH:16]=[C:15]([F:26])[CH:14]=2)C(O)=O)=[CH:4][CH:3]=1.ClC(OCC)=O.[N-:44]=[N+]=[N-].[Na+].CC([O-])(C)C.[K+].CC(O)(C)C. The catalyst is CC(C)=O. The product is [Br:1][C:2]1[CH:7]=[CH:6][C:5]([CH2:8][C:9]([C:27]2[CH:32]=[CH:31][C:30]([F:33])=[C:29]([C:34]([F:37])([F:36])[F:35])[CH:28]=2)([C:13]2[CH:18]=[C:17]([O:19][C:20]([F:25])([F:24])[CH:21]([F:23])[F:22])[CH:16]=[C:15]([F:26])[CH:14]=2)[NH2:44])=[CH:4][CH:3]=1. The yield is 0.820. (6) The reactants are [CH3:1][O:2][CH2:3][C:4](=[O:18])[C:5](=[N:10][NH:11][C:12]1[CH:17]=[CH:16][N:15]=[CH:14][CH:13]=1)[C:6]([O:8][CH3:9])=[O:7].[CH3:19]OC(OC)N(C)C. The catalyst is C1(C)C=CC=CC=1. The product is [CH3:1][O:2][C:3]1[C:4](=[O:18])[C:5]([C:6]([O:8][CH3:9])=[O:7])=[N:10][N:11]([C:12]2[CH:13]=[CH:14][N:15]=[CH:16][CH:17]=2)[CH:19]=1. The yield is 0.450.